From a dataset of Full USPTO retrosynthesis dataset with 1.9M reactions from patents (1976-2016). Predict the reactants needed to synthesize the given product. Given the product [O:39]1[CH2:40][CH2:41][N:42]([CH2:45][CH2:46][O:47][C:48]2[CH:49]=[C:50]([NH:51][C:2]3[N:7]=[C:6]([O:8][C:9]4[C:18]5[C:13](=[CH:14][CH:15]=[CH:16][CH:17]=5)[C:12]([NH:19][C:20]([NH:22][C:23]5[N:27]([C:28]6[CH:29]=[CH:30][C:31]([CH3:34])=[CH:32][CH:33]=6)[N:26]=[C:25]([Si:35]([CH3:38])([CH3:37])[CH3:36])[CH:24]=5)=[O:21])=[CH:11][CH:10]=4)[CH:5]=[CH:4][N:3]=3)[CH:52]=[CH:53][CH:54]=2)[CH2:43][CH2:44]1, predict the reactants needed to synthesize it. The reactants are: Cl[C:2]1[N:7]=[C:6]([O:8][C:9]2[C:18]3[C:13](=[CH:14][CH:15]=[CH:16][CH:17]=3)[C:12]([NH:19][C:20]([NH:22][C:23]3[N:27]([C:28]4[CH:33]=[CH:32][C:31]([CH3:34])=[CH:30][CH:29]=4)[N:26]=[C:25]([Si:35]([CH3:38])([CH3:37])[CH3:36])[CH:24]=3)=[O:21])=[CH:11][CH:10]=2)[CH:5]=[CH:4][N:3]=1.[O:39]1[CH2:44][CH2:43][N:42]([CH2:45][CH2:46][O:47][C:48]2[CH:49]=[C:50]([CH:52]=[CH:53][CH:54]=2)[NH2:51])[CH2:41][CH2:40]1.